Dataset: NCI-60 drug combinations with 297,098 pairs across 59 cell lines. Task: Regression. Given two drug SMILES strings and cell line genomic features, predict the synergy score measuring deviation from expected non-interaction effect. (1) Drug 1: CC1CCC2CC(C(=CC=CC=CC(CC(C(=O)C(C(C(=CC(C(=O)CC(OC(=O)C3CCCCN3C(=O)C(=O)C1(O2)O)C(C)CC4CCC(C(C4)OC)O)C)C)O)OC)C)C)C)OC. Drug 2: C1C(C(OC1N2C=NC(=NC2=O)N)CO)O. Cell line: SR. Synergy scores: CSS=23.3, Synergy_ZIP=-12.3, Synergy_Bliss=-19.3, Synergy_Loewe=-14.5, Synergy_HSA=-14.8. (2) Drug 1: C1=CC(=CC=C1C#N)C(C2=CC=C(C=C2)C#N)N3C=NC=N3. Drug 2: CC1C(C(=O)NC(C(=O)N2CCCC2C(=O)N(CC(=O)N(C(C(=O)O1)C(C)C)C)C)C(C)C)NC(=O)C3=C4C(=C(C=C3)C)OC5=C(C(=O)C(=C(C5=N4)C(=O)NC6C(OC(=O)C(N(C(=O)CN(C(=O)C7CCCN7C(=O)C(NC6=O)C(C)C)C)C)C(C)C)C)N)C. Cell line: MDA-MB-435. Synergy scores: CSS=14.7, Synergy_ZIP=-5.75, Synergy_Bliss=-0.596, Synergy_Loewe=-13.8, Synergy_HSA=-1.73. (3) Drug 1: CC1=C2C(C(=O)C3(C(CC4C(C3C(C(C2(C)C)(CC1OC(=O)C(C(C5=CC=CC=C5)NC(=O)OC(C)(C)C)O)O)OC(=O)C6=CC=CC=C6)(CO4)OC(=O)C)OC)C)OC. Drug 2: CCCCCOC(=O)NC1=NC(=O)N(C=C1F)C2C(C(C(O2)C)O)O. Cell line: A549. Synergy scores: CSS=48.7, Synergy_ZIP=5.22, Synergy_Bliss=5.97, Synergy_Loewe=-22.1, Synergy_HSA=5.45. (4) Drug 1: C1=CC(=CC=C1CCC2=CNC3=C2C(=O)NC(=N3)N)C(=O)NC(CCC(=O)O)C(=O)O. Drug 2: CC1C(C(CC(O1)OC2CC(CC3=C2C(=C4C(=C3O)C(=O)C5=C(C4=O)C(=CC=C5)OC)O)(C(=O)C)O)N)O.Cl. Cell line: K-562. Synergy scores: CSS=54.0, Synergy_ZIP=-0.682, Synergy_Bliss=-0.592, Synergy_Loewe=1.71, Synergy_HSA=4.41.